The task is: Predict the product of the given reaction.. This data is from Forward reaction prediction with 1.9M reactions from USPTO patents (1976-2016). (1) The product is: [CH3:1][O:2][C:3](=[O:13])[C:4]1[CH:12]=[CH:11][CH:10]=[C:6]([C:7]([NH:38][C@@H:39]([CH2:55][C:56]2[CH:61]=[CH:60][CH:59]=[CH:58][CH:57]=2)[C@H:40]([OH:54])[CH2:41][NH:42][CH2:43][C:44]2[CH:49]=[CH:48][CH:47]=[C:46]([C:50]([F:51])([F:52])[F:53])[CH:45]=2)=[O:9])[CH:5]=1. Given the reactants [CH3:1][O:2][C:3](=[O:13])[C:4]1[CH:12]=[CH:11][CH:10]=[C:6]([C:7]([OH:9])=O)[CH:5]=1.CN(C(ON1N=NC2C=CC=CC1=2)=[N+](C)C)C.[B-](F)(F)(F)F.Cl.Cl.[NH2:38][C@@H:39]([CH2:55][C:56]1[CH:61]=[CH:60][CH:59]=[CH:58][CH:57]=1)[C@H:40]([OH:54])[CH2:41][NH:42][CH2:43][C:44]1[CH:49]=[CH:48][CH:47]=[C:46]([C:50]([F:53])([F:52])[F:51])[CH:45]=1.CCN(C(C)C)C(C)C.C([O-])(O)=O.[Na+], predict the reaction product. (2) Given the reactants CC(OC(/N=N/C(OC(C)C)=O)=O)C.[F:15][C:16]([F:40])([F:39])[C:17]1[N:21]2[N:22]=[C:23]([N:26]3[CH2:31][CH2:30][CH:29]([C:32]4[CH:37]=[CH:36][C:35]([OH:38])=[CH:34][CH:33]=4)[CH2:28][CH2:27]3)[CH:24]=[CH:25][C:20]2=[N:19][N:18]=1.C1(P(C2C=CC=CC=2)C2C=CC=CC=2)C=CC=CC=1.[CH3:60][N:61]1[C:65]([CH2:66][CH2:67]O)=[CH:64][CH:63]=[N:62]1, predict the reaction product. The product is: [CH3:60][N:61]1[C:65]([CH2:66][CH2:67][O:38][C:35]2[CH:36]=[CH:37][C:32]([CH:29]3[CH2:30][CH2:31][N:26]([C:23]4[CH:24]=[CH:25][C:20]5[N:21]([C:17]([C:16]([F:15])([F:39])[F:40])=[N:18][N:19]=5)[N:22]=4)[CH2:27][CH2:28]3)=[CH:33][CH:34]=2)=[CH:64][CH:63]=[N:62]1. (3) Given the reactants [Br:1][C:2]1[C:3]([F:17])=[C:4]([N:11]2[C:15](=[O:16])[NH:14][N:13]=[N:12]2)[CH:5]=[C:6]([N+:8]([O-:10])=[O:9])[CH:7]=1.[CH3:18]N(C=O)C.C([O-])([O-])=O.[K+].[K+].IC, predict the reaction product. The product is: [Br:1][C:2]1[C:3]([F:17])=[C:4]([N:11]2[C:15](=[O:16])[N:14]([CH3:18])[N:13]=[N:12]2)[CH:5]=[C:6]([N+:8]([O-:10])=[O:9])[CH:7]=1. (4) Given the reactants [CH3:1][C:2]1([CH3:14])[C@@H:4]([C:5]2[CH:10]=[CH:9][CH:8]=[CH:7][CH:6]=2)[C@@H:3]1[C:11]([OH:13])=O.[F:15][C:16]([F:24])([F:23])[C:17]1[CH:21]=[C:20]([NH2:22])[NH:19][N:18]=1, predict the reaction product. The product is: [CH3:14][C:2]1([CH3:1])[C@@H:4]([C:5]2[CH:6]=[CH:7][CH:8]=[CH:9][CH:10]=2)[C@@H:3]1[C:11]([NH:22][C:20]1[NH:19][N:18]=[C:17]([C:16]([F:24])([F:23])[F:15])[CH:21]=1)=[O:13].